Dataset: Catalyst prediction with 721,799 reactions and 888 catalyst types from USPTO. Task: Predict which catalyst facilitates the given reaction. (1) The catalyst class is: 47. Product: [F:27][C:28]1[C:37]2[C:32](=[CH:33][CH:34]=[CH:35][CH:36]=2)[C:31]([C:38]([NH:2][CH:3]([CH2:13][C:14]2[CH:19]=[CH:18][CH:17]=[C:16]([O:20][C:21]([F:25])([F:26])[CH:22]([F:23])[F:24])[CH:15]=2)[CH:4]([C:6]2[CH:11]=[CH:10][CH:9]=[C:8]([F:12])[N:7]=2)[OH:5])=[O:39])=[CH:30][CH:29]=1. Reactant: Cl.[NH2:2][CH:3]([CH2:13][C:14]1[CH:19]=[CH:18][CH:17]=[C:16]([O:20][C:21]([F:26])([F:25])[CH:22]([F:24])[F:23])[CH:15]=1)[CH:4]([C:6]1[CH:11]=[CH:10][CH:9]=[C:8]([F:12])[N:7]=1)[OH:5].[F:27][C:28]1[C:37]2[C:32](=[CH:33][CH:34]=[CH:35][CH:36]=2)[C:31]([C:38](O)=[O:39])=[CH:30][CH:29]=1.Cl.C(N=C=NCCCN(C)C)C.O.ON1C2C=CC=CC=2N=N1.C(N(CC)CC)C. (2) Reactant: [CH3:1][N:2]([CH3:38])[C:3]([C@:5]1([CH2:35][O:36][CH3:37])[CH2:9][CH2:8][C@H:7]([C:10]2[CH:15]=[CH:14][C:13]([O:16][CH2:17][C:18]3[CH:23]=[CH:22][CH:21]=[CH:20][C:19]=3[F:24])=[CH:12][CH:11]=2)[N:6]1C(OCC1C=CC=CC=1)=O)=[O:4]. Product: [F:24][C:19]1[CH:20]=[CH:21][CH:22]=[CH:23][C:18]=1[CH2:17][O:16][C:13]1[CH:14]=[CH:15][C:10]([C@@H:7]2[NH:6][C@:5]([CH2:35][O:36][CH3:37])([C:3]([N:2]([CH3:1])[CH3:38])=[O:4])[CH2:9][CH2:8]2)=[CH:11][CH:12]=1. The catalyst class is: 19. (3) Reactant: [CH3:1][CH2:2][O:3][CH2:4][CH3:5].[CH3:6][CH2:7]N(C(C)C)C(C)C.Cl[C:16](=[N:22][OH:23])[C:17]([O:19][CH2:20][CH3:21])=[O:18]. Product: [O:23]1[C:7]2([CH2:5][CH2:4][O:3][CH2:2][CH2:1]2)[CH2:6][C:16]([C:17]([O:19][CH2:20][CH3:21])=[O:18])=[N:22]1. The catalyst class is: 2. (4) Reactant: [CH2:1]([O:3][C:4](=[O:22])[CH2:5][C:6]1[CH:11]=[CH:10][CH:9]=[C:8]([O:12][C:13]2[CH:18]=[CH:17][C:16]([Br:19])=[CH:15][C:14]=2[CH2:20]Br)[CH:7]=1)[CH3:2].[C:23]1([SH:29])[CH:28]=[CH:27][CH:26]=[CH:25][CH:24]=1.[H-].[Na+]. Product: [CH2:1]([O:3][C:4](=[O:22])[CH2:5][C:6]1[CH:11]=[CH:10][CH:9]=[C:8]([O:12][C:13]2[CH:18]=[CH:17][C:16]([Br:19])=[CH:15][C:14]=2[CH2:20][S:29][C:23]2[CH:28]=[CH:27][CH:26]=[CH:25][CH:24]=2)[CH:7]=1)[CH3:2]. The catalyst class is: 12. (5) Reactant: [O:1]1[C:5]2[CH:6]=[CH:7][C:8]([NH:10][C:11]3[C:16]([CH3:17])=[C:15]([CH3:18])[C:14]([O:19]CC4C=CC=CC=4)=[C:13]([CH3:27])[N:12]=3)=[CH:9][C:4]=2[O:3][CH2:2]1. Product: [O:1]1[C:5]2[CH:6]=[CH:7][C:8]([NH:10][C:11]3[N:12]=[C:13]([CH3:27])[C:14]([OH:19])=[C:15]([CH3:18])[C:16]=3[CH3:17])=[CH:9][C:4]=2[O:3][CH2:2]1. The catalyst class is: 43. (6) Reactant: C(OC(=O)[N:7]=[C:8]([NH:27]C(OC(C)(C)C)=O)[N:9]([CH3:26])[CH2:10][C:11](=[O:25])[N:12]1[C@H:17]([CH2:18][OH:19])[C@@H:16]([OH:20])[CH:15]([OH:21])[C@H:14]([OH:22])[C@H:13]1[CH2:23][OH:24])(C)(C)C. Product: [CH3:26][N:9]([CH2:10][C:11](=[O:25])[N:12]1[C@H:17]([CH2:18][OH:19])[C@@H:16]([OH:20])[CH:15]([OH:21])[C@H:14]([OH:22])[C@H:13]1[CH2:23][OH:24])[C:8]([NH2:27])=[NH:7]. The catalyst class is: 574. (7) Reactant: [CH3:1][C:2]1([CH3:27])[CH2:7][N:6](S(C2C=CC(C)=CC=2)(=O)=O)[CH2:5][C:4]2[N:18]=[C:19]([C:21]3[CH:26]=[CH:25][CH:24]=[CH:23][N:22]=3)[O:20][C:3]1=2. Product: [CH3:1][C:2]1([CH3:27])[CH2:7][NH:6][CH2:5][C:4]2[N:18]=[C:19]([C:21]3[CH:26]=[CH:25][CH:24]=[CH:23][N:22]=3)[O:20][C:3]1=2. The catalyst class is: 201. (8) Reactant: [C:1]([P:5](=O)([C:7]1[C:12]([O:13][CH3:14])=[CH:11][CH:10]=[CH:9][C:8]=1[O:15][CH3:16])[CH3:6])([CH3:4])([CH3:3])[CH3:2].CN(CCN(C)C)C.[Li]CCCC.[I:31]I.OS([O-])=O.[Na+]. Product: [C:1]([P:5]([C:7]1[C:12]([O:13][CH3:14])=[CH:11][CH:10]=[CH:9][C:8]=1[O:15][CH3:16])[CH2:6][I:31])([CH3:4])([CH3:3])[CH3:2]. The catalyst class is: 266. (9) Reactant: [OH:1][C@H:2]1[CH2:7][CH2:6][C@H:5]([NH:8][C:9]2[N:10]=[C:11]([NH:21][C:22]3[CH:27]=[CH:26][C:25]([N:28]4[CH2:33][CH2:32][N:31]([CH3:34])[CH2:30][CH2:29]4)=[CH:24][CH:23]=3)[C:12]([C:18]([NH2:20])=[O:19])=[N:13][C:14]=2[C:15]([CH3:17])=[CH2:16])[CH2:4][CH2:3]1.C(O)C. Product: [OH:1][C@H:2]1[CH2:7][CH2:6][C@H:5]([NH:8][C:9]2[N:10]=[C:11]([NH:21][C:22]3[CH:27]=[CH:26][C:25]([N:28]4[CH2:33][CH2:32][N:31]([CH3:34])[CH2:30][CH2:29]4)=[CH:24][CH:23]=3)[C:12]([C:18]([NH2:20])=[O:19])=[N:13][C:14]=2[CH:15]([CH3:16])[CH3:17])[CH2:4][CH2:3]1. The catalyst class is: 354. (10) Reactant: [Cl:1][C:2]1[CH:7]=[CH:6][CH:5]=[C:4]([Cl:8])[C:3]=1[N:9]=[C:10]1[NH:14][C:13](=[O:15])[CH2:12][S:11]1.[CH3:16][C:17]1[O:18][C:19]2[CH:25]=[C:24]([CH:26]=O)[CH:23]=[CH:22][C:20]=2[N:21]=1.C([O-])(=O)C.[Na+].O. Product: [Cl:8][C:4]1[CH:5]=[CH:6][CH:7]=[C:2]([Cl:1])[C:3]=1[N:9]=[C:10]1[NH:14][C:13](=[O:15])[C:12](=[CH:26][C:24]2[CH:23]=[CH:22][C:20]3[N:21]=[C:17]([CH3:16])[O:18][C:19]=3[CH:25]=2)[S:11]1. The catalyst class is: 15.